Dataset: Catalyst prediction with 721,799 reactions and 888 catalyst types from USPTO. Task: Predict which catalyst facilitates the given reaction. (1) Product: [Cl:35][C:31]1[CH:30]=[C:29]2[NH:28][C:27](=[O:36])[C:13]3([CH:12]([C:6]4[CH:7]=[C:8]([Cl:11])[CH:9]=[CH:10][C:5]=4[O:4][CH2:3][CH2:2][NH:1][C:41]([CH:37]4[CH2:40][CH2:39][CH2:38]4)=[O:42])[CH2:17][C:16](=[O:18])[NH:15][CH:14]3[C:19]3[CH:24]=[C:23]([F:25])[CH:22]=[CH:21][C:20]=3[CH3:26])[C:34]2=[CH:33][CH:32]=1. The catalyst class is: 3. Reactant: [NH2:1][CH2:2][CH2:3][O:4][C:5]1[CH:10]=[CH:9][C:8]([Cl:11])=[CH:7][C:6]=1[CH:12]1[CH2:17][C:16](=[O:18])[NH:15][CH:14]([C:19]2[CH:24]=[C:23]([F:25])[CH:22]=[CH:21][C:20]=2[CH3:26])[C:13]21[C:34]1[C:29](=[CH:30][C:31]([Cl:35])=[CH:32][CH:33]=1)[NH:28][C:27]2=[O:36].[CH:37]1([C:41](O)=[O:42])[CH2:40][CH2:39][CH2:38]1.CCN=C=NCCCN(C)C.Cl.C1C=CC2N(O)N=NC=2C=1.CCN(C(C)C)C(C)C. (2) Reactant: C(N(CC)CC)C.[C:8]([CH2:10][C:11]([NH2:13])=[O:12])#[N:9].[S:14]1CC(O)S[CH2:16][CH:15]1O. Product: [NH2:9][C:8]1[S:14][CH:15]=[CH:16][C:10]=1[C:11]([NH2:13])=[O:12]. The catalyst class is: 8. (3) Product: [O:17]1[CH2:18][CH2:19][N:14]([C:4]2[N:5]=[C:6]([N:8]3[CH2:13][CH2:12][O:11][CH2:10][CH2:9]3)[N:7]=[C:2]([C:24]3[CH:23]=[N:22][C:21]([NH2:20])=[N:26][CH:25]=3)[N:3]=2)[CH2:15][CH2:16]1. Reactant: Cl[C:2]1[N:7]=[C:6]([N:8]2[CH2:13][CH2:12][O:11][CH2:10][CH2:9]2)[N:5]=[C:4]([N:14]2[CH2:19][CH2:18][O:17][CH2:16][CH2:15]2)[N:3]=1.[NH2:20][C:21]1[N:26]=[CH:25][C:24](B2OC(C)(C)C(C)(C)O2)=[CH:23][N:22]=1. The catalyst class is: 195. (4) Reactant: [C:1]1([S:7]([C:10]2[CH:15]=[CH:14][CH:13]=[C:12](F)[CH:11]=2)(=[O:9])=[O:8])[CH:6]=[CH:5][CH:4]=[CH:3][CH:2]=1.O.[NH2:18][NH2:19].CS(C)=O. Product: [C:1]1([S:7]([C:10]2[CH:11]=[C:12]([NH:18][NH2:19])[CH:13]=[CH:14][CH:15]=2)(=[O:9])=[O:8])[CH:6]=[CH:5][CH:4]=[CH:3][CH:2]=1. The catalyst class is: 6. (5) Reactant: [CH3:1][C:2]1[CH:6]=[C:5]([CH3:7])[NH:4][N:3]=1.[Na].[H][H].Br[CH2:12][CH2:13][CH2:14][CH2:15][CH2:16][CH2:17][CH2:18][CH3:19]. Product: [CH2:12]([N:3]1[C:2]([CH3:1])=[CH:6][C:5]([CH3:7])=[N:4]1)[CH2:13][CH2:14][CH2:15][CH2:16][CH2:17][CH2:18][CH3:19]. The catalyst class is: 7.